Dataset: Full USPTO retrosynthesis dataset with 1.9M reactions from patents (1976-2016). Task: Predict the reactants needed to synthesize the given product. (1) Given the product [CH3:4][C:7]1([C:11]#[N:12])[CH2:8][CH2:9][CH2:10][C:6]1=[O:5], predict the reactants needed to synthesize it. The reactants are: [OH-].[Li+].I[CH3:4].[O:5]=[C:6]1[CH2:10][CH2:9][CH2:8][CH:7]1[C:11]#[N:12]. (2) Given the product [Cl:11][C:12]1[C:17]([C:5]([F:8])([F:7])[F:6])=[CH:16][CH:15]=[C:14]([Cl:19])[N:13]=1, predict the reactants needed to synthesize it. The reactants are: [F-].[K+].C[Si](C)(C)[C:5]([F:8])([F:7])[F:6].[Cl:11][C:12]1[C:17](I)=[CH:16][CH:15]=[C:14]([Cl:19])[N:13]=1.N. (3) Given the product [CH2:44]([O:43][C@@H:41]([C@@H:40]1[NH:51][C:52](=[O:53])[CH2:54][O:38][CH2:39]1)[CH3:42])[C:45]1[CH:46]=[CH:47][CH:48]=[CH:49][CH:50]=1, predict the reactants needed to synthesize it. The reactants are: C(OC(=O)N[C@H](CO)[C@H](OCC1C=CC=CC=1)C)(C)(C)C.C(OC(=O)CBr)(C)(C)C.C(OC(=O)C[O:38][CH2:39][C@@H:40]([NH:51][C:52]([C:54](C)(C)C)=[O:53])[C@H:41]([O:43][CH2:44][C:45]1[CH:50]=[CH:49][CH:48]=[CH:47][CH:46]=1)[CH3:42])(C)(C)C.FC(F)(F)C(O)=O. (4) Given the product [CH3:23][O:24][C:25](=[O:29])[CH2:26][CH2:27][S:28][C:2]1[S:6][C:5]([NH:7][C:8]([N:9]([CH:16]2[CH2:21][CH2:20][CH2:19][CH2:18][CH2:17]2)[CH:10]2[CH2:15][CH2:14][S:13][CH2:12][CH2:11]2)=[O:22])=[N:4][CH:3]=1, predict the reactants needed to synthesize it. The reactants are: Br[C:2]1[S:6][C:5]([NH:7][C:8](=[O:22])[N:9]([CH:16]2[CH2:21][CH2:20][CH2:19][CH2:18][CH2:17]2)[CH:10]2[CH2:15][CH2:14][S:13][CH2:12][CH2:11]2)=[N:4][CH:3]=1.[CH3:23][O:24][C:25](=[O:29])[CH2:26][CH2:27][SH:28].